Dataset: NCI-60 drug combinations with 297,098 pairs across 59 cell lines. Task: Regression. Given two drug SMILES strings and cell line genomic features, predict the synergy score measuring deviation from expected non-interaction effect. (1) Synergy scores: CSS=11.2, Synergy_ZIP=-5.61, Synergy_Bliss=-4.53, Synergy_Loewe=-21.3, Synergy_HSA=-5.07. Drug 2: C1CC(=O)NC(=O)C1N2C(=O)C3=CC=CC=C3C2=O. Cell line: M14. Drug 1: C1=CC(=CC=C1CCC2=CNC3=C2C(=O)NC(=N3)N)C(=O)NC(CCC(=O)O)C(=O)O. (2) Drug 1: C1C(C(OC1N2C=NC3=C(N=C(N=C32)Cl)N)CO)O. Drug 2: CC1C(C(CC(O1)OC2CC(OC(C2O)C)OC3=CC4=CC5=C(C(=O)C(C(C5)C(C(=O)C(C(C)O)O)OC)OC6CC(C(C(O6)C)O)OC7CC(C(C(O7)C)O)OC8CC(C(C(O8)C)O)(C)O)C(=C4C(=C3C)O)O)O)O. Cell line: HCT-15. Synergy scores: CSS=67.0, Synergy_ZIP=-7.61, Synergy_Bliss=-6.51, Synergy_Loewe=-7.94, Synergy_HSA=-3.10. (3) Drug 2: CC1OCC2C(O1)C(C(C(O2)OC3C4COC(=O)C4C(C5=CC6=C(C=C35)OCO6)C7=CC(=C(C(=C7)OC)O)OC)O)O. Cell line: MCF7. Drug 1: CC1=C(C=C(C=C1)NC2=NC=CC(=N2)N(C)C3=CC4=NN(C(=C4C=C3)C)C)S(=O)(=O)N.Cl. Synergy scores: CSS=29.3, Synergy_ZIP=4.10, Synergy_Bliss=4.65, Synergy_Loewe=-13.5, Synergy_HSA=2.39. (4) Drug 1: C1C(C(OC1N2C=C(C(=O)NC2=O)F)CO)O. Drug 2: CC1CCC2CC(C(=CC=CC=CC(CC(C(=O)C(C(C(=CC(C(=O)CC(OC(=O)C3CCCCN3C(=O)C(=O)C1(O2)O)C(C)CC4CCC(C(C4)OC)O)C)C)O)OC)C)C)C)OC. Cell line: TK-10. Synergy scores: CSS=18.3, Synergy_ZIP=-5.05, Synergy_Bliss=2.14, Synergy_Loewe=-5.21, Synergy_HSA=0.768. (5) Drug 1: C1=C(C(=O)NC(=O)N1)N(CCCl)CCCl. Drug 2: CCCS(=O)(=O)NC1=C(C(=C(C=C1)F)C(=O)C2=CNC3=C2C=C(C=N3)C4=CC=C(C=C4)Cl)F. Cell line: KM12. Synergy scores: CSS=13.9, Synergy_ZIP=3.27, Synergy_Bliss=4.35, Synergy_Loewe=0.832, Synergy_HSA=1.30. (6) Drug 1: CC1=CC2C(CCC3(C2CCC3(C(=O)C)OC(=O)C)C)C4(C1=CC(=O)CC4)C. Drug 2: N.N.Cl[Pt+2]Cl. Cell line: SK-OV-3. Synergy scores: CSS=7.74, Synergy_ZIP=-0.0815, Synergy_Bliss=5.59, Synergy_Loewe=6.42, Synergy_HSA=6.20.